Regression. Given a peptide amino acid sequence and an MHC pseudo amino acid sequence, predict their binding affinity value. This is MHC class I binding data. From a dataset of Peptide-MHC class I binding affinity with 185,985 pairs from IEDB/IMGT. (1) The peptide sequence is TAIKEVVMAY. The MHC is HLA-A33:01 with pseudo-sequence HLA-A33:01. The binding affinity (normalized) is 0.0784. (2) The peptide sequence is LMDSIFVST. The MHC is H-2-Dd with pseudo-sequence H-2-Dd. The binding affinity (normalized) is 0.0192. (3) The peptide sequence is SLYKYLLLR. The MHC is HLA-A26:01 with pseudo-sequence HLA-A26:01. The binding affinity (normalized) is 0.0847. (4) The peptide sequence is DRIREQANSV. The MHC is Mamu-B03 with pseudo-sequence Mamu-B03. The binding affinity (normalized) is 0.0342.